Dataset: Catalyst prediction with 721,799 reactions and 888 catalyst types from USPTO. Task: Predict which catalyst facilitates the given reaction. (1) Reactant: [C:1]([C:5]1[CH:6]=[C:7]([CH:10]=[CH:11][C:12]=1[O:13][CH2:14][CH2:15][N:16]1[CH2:21][CH2:20][O:19][CH2:18][CH2:17]1)[CH:8]=O)([CH3:4])([CH3:3])[CH3:2].[C:22]([NH:25][C:26]1[CH:34]=[C:33]2[C:29]([CH2:30][C:31](=[O:35])[NH:32]2)=[CH:28][CH:27]=1)(=[O:24])[CH3:23].N1CCCCC1.C(OCC)(=O)C. Product: [C:1]([C:5]1[CH:6]=[C:7]([CH:10]=[CH:11][C:12]=1[O:13][CH2:14][CH2:15][N:16]1[CH2:21][CH2:20][O:19][CH2:18][CH2:17]1)[CH:8]=[C:30]1[C:29]2[C:33](=[CH:34][C:26]([NH:25][C:22](=[O:24])[CH3:23])=[CH:27][CH:28]=2)[NH:32][C:31]1=[O:35])([CH3:4])([CH3:3])[CH3:2]. The catalyst class is: 8. (2) Reactant: [CH3:1][O:2][C:3](=[O:21])[C:4]1[CH:9]=[C:8]([F:10])[CH:7]=[CH:6][C:5]=1[C:11]([NH:13]C(OC(C)(C)C)=O)=[O:12].C(O)(C(F)(F)F)=O. Product: [CH3:1][O:2][C:3](=[O:21])[C:4]1[C:5](=[CH:6][CH:7]=[C:8]([F:10])[CH:9]=1)[C:11]([NH2:13])=[O:12]. The catalyst class is: 2. (3) Reactant: [CH3:1][O:2][C:3]1[CH:4]=[CH:5][C:6]2[CH2:12][CH2:11][NH:10][C:9](=O)[CH2:8][C:7]=2[CH:14]=1.B. Product: [CH3:1][O:2][C:3]1[CH:4]=[CH:5][C:6]2[CH2:12][CH2:11][NH:10][CH2:9][CH2:8][C:7]=2[CH:14]=1. The catalyst class is: 7. (4) Reactant: [Cl:1][C:2]1[CH:7]=[C:6]([Cl:8])[CH:5]=[CH:4][C:3]=1[C:9]1[N:10]([N:15]2C(=O)C3C(=CC=CC=3)C2=O)[CH:11]=[CH:12][C:13]=1[CH3:14].O.NN. Product: [Cl:1][C:2]1[CH:7]=[C:6]([Cl:8])[CH:5]=[CH:4][C:3]=1[C:9]1[N:10]([NH2:15])[CH:11]=[CH:12][C:13]=1[CH3:14]. The catalyst class is: 14. (5) Product: [CH:1]1([CH:7]([NH:24][C:25]2[CH:34]=[CH:33][C:28]([C:29]([OH:31])=[O:30])=[CH:27][CH:26]=2)[C:8]2[S:9][C:10]([C:14]3[CH:19]=[CH:18][C:17]([C:20]([F:22])([F:21])[F:23])=[CH:16][CH:15]=3)=[CH:11][C:12]=2[CH3:13])[CH2:6][CH2:5][CH2:4][CH2:3][CH2:2]1. Reactant: [CH:1]1([CH:7]([NH:24][C:25]2[CH:34]=[CH:33][C:28]([C:29]([O:31]C)=[O:30])=[CH:27][CH:26]=2)[C:8]2[S:9][C:10]([C:14]3[CH:19]=[CH:18][C:17]([C:20]([F:23])([F:22])[F:21])=[CH:16][CH:15]=3)=[CH:11][C:12]=2[CH3:13])[CH2:6][CH2:5][CH2:4][CH2:3][CH2:2]1.[OH-].[Li+].O.Cl. The catalyst class is: 111. (6) Reactant: [NH2:1][C:2]1[N:7]=[C:6]([C:8]2[O:9][CH:10]=[CH:11][CH:12]=2)[C:5]([C:13]#[N:14])=[C:4](S(C)=O)[N:3]=1.Cl.Cl.[NH2:20][CH2:21][C:22]1[CH:31]=[CH:30][C:29]2[C:24](=[CH:25][CH:26]=[CH:27][CH:28]=2)[N:23]=1.C1CCN2C(=NCCC2)CC1. Product: [NH2:1][C:2]1[N:7]=[C:6]([C:8]2[O:9][CH:10]=[CH:11][CH:12]=2)[C:5]([C:13]#[N:14])=[C:4]([NH:20][CH2:21][C:22]2[CH:31]=[CH:30][C:29]3[C:24](=[CH:25][CH:26]=[CH:27][CH:28]=3)[N:23]=2)[N:3]=1. The catalyst class is: 57.